Dataset: Full USPTO retrosynthesis dataset with 1.9M reactions from patents (1976-2016). Task: Predict the reactants needed to synthesize the given product. (1) Given the product [CH2:22]([O:24][C:25](=[O:32])[C@@:26]([F:31])([CH3:30])[C:27]([NH:1][C@@H:2]1[C:8](=[O:9])[N:7]([CH2:10][CH2:11][O:12][CH3:13])[C:6]2[CH:14]=[CH:15][CH:16]=[CH:17][C:5]=2[C:4]2[CH:18]=[CH:19][CH:20]=[CH:21][C:3]1=2)=[O:28])[CH3:23], predict the reactants needed to synthesize it. The reactants are: [NH2:1][C@@H:2]1[C:8](=[O:9])[N:7]([CH2:10][CH2:11][O:12][CH3:13])[C:6]2[CH:14]=[CH:15][CH:16]=[CH:17][C:5]=2[C:4]2[CH:18]=[CH:19][CH:20]=[CH:21][C:3]1=2.[CH2:22]([O:24][C:25](=[O:32])[C@@:26]([F:31])([CH3:30])[C:27](O)=[O:28])[CH3:23]. (2) Given the product [F:5][C:6]1[CH:12]=[C:11]([I:13])[CH:10]=[CH:9][C:7]=1[N:8]=[C:1]=[S:2], predict the reactants needed to synthesize it. The reactants are: [C:1](Cl)(Cl)=[S:2].[F:5][C:6]1[CH:12]=[C:11]([I:13])[CH:10]=[CH:9][C:7]=1[NH2:8]. (3) Given the product [CH:2]1([CH2:1][O:5][NH:32][C:21]([C:20]2[C:15]([NH:14][C:11]3[CH:12]=[CH:13][C:8]([Br:7])=[CH:9][C:10]=3[Cl:27])=[CH:16][C:17]3[N:18]([CH:24]=[CH:25][N:26]=3)[CH:19]=2)=[O:23])[CH2:39][CH2:37]1, predict the reactants needed to synthesize it. The reactants are: [C:1](Cl)(=[O:5])[C:2](Cl)=O.[Br:7][C:8]1[CH:13]=[CH:12][C:11]([NH:14][C:15]2[C:20]([C:21]([OH:23])=O)=[CH:19][N:18]3[CH:24]=[CH:25][N:26]=[C:17]3[CH:16]=2)=[C:10]([Cl:27])[CH:9]=1.C1(C[NH:32]O)CC1.CCO[C:37]([CH3:39])=O. (4) Given the product [NH2:1][C@@H:4]1[CH2:8][N:7]([C:9](=[O:30])[CH2:10][C:11]([C:24]2[CH:29]=[CH:28][CH:27]=[CH:26][CH:25]=2)([C:12]2[CH:17]=[CH:16][CH:15]=[CH:14][CH:13]=2)[C:18]2[CH:23]=[CH:22][CH:21]=[CH:20][CH:19]=2)[C@H:6]([C:31]([N:33]2[CH2:37][CH2:36][CH2:35][C@@H:34]2[C:38]([NH:40][CH2:41][C@H:42]2[CH2:47][CH2:46][CH2:45][N:44]([CH2:48][CH:49]3[CH2:50][CH2:51][CH2:52][CH2:53][CH2:54]3)[CH2:43]2)=[O:39])=[O:32])[CH2:5]1, predict the reactants needed to synthesize it. The reactants are: [N:1]([C@@H:4]1[CH2:8][N:7]([C:9](=[O:30])[CH2:10][C:11]([C:24]2[CH:29]=[CH:28][CH:27]=[CH:26][CH:25]=2)([C:18]2[CH:23]=[CH:22][CH:21]=[CH:20][CH:19]=2)[C:12]2[CH:17]=[CH:16][CH:15]=[CH:14][CH:13]=2)[C@H:6]([C:31]([N:33]2[CH2:37][CH2:36][CH2:35][C@@H:34]2[C:38]([NH:40][CH2:41][C@H:42]2[CH2:47][CH2:46][CH2:45][N:44]([CH2:48][CH:49]3[CH2:54][CH2:53][CH2:52][CH2:51][CH2:50]3)[CH2:43]2)=[O:39])=[O:32])[CH2:5]1)=[N+]=[N-].C1(P(C2C=CC=CC=2)C2C=CC=CC=2)C=CC=CC=1. (5) Given the product [CH:1]1([NH:6][C:7]2[S:8][CH:11]=[C:12]([C:14]3[CH:19]=[CH:18][C:17]([CH:20]([CH3:22])[CH3:21])=[CH:16][CH:15]=3)[N:9]=2)[CH2:5][CH2:4][CH2:3][CH2:2]1, predict the reactants needed to synthesize it. The reactants are: [CH:1]1([NH:6][C:7]([NH2:9])=[S:8])[CH2:5][CH2:4][CH2:3][CH2:2]1.Br[CH2:11][C:12]([C:14]1[CH:19]=[CH:18][C:17]([CH:20]([CH3:22])[CH3:21])=[CH:16][CH:15]=1)=O. (6) Given the product [Cl:37][C:31]1[CH:32]=[CH:33][C:34]([Cl:36])=[CH:35][C:30]=1[N:16]1[C:17](=[O:18])[C:19]2[C@@H:20]3[C:26]([CH3:27])([CH3:28])[C@@:23]([CH3:29])([CH2:22][CH2:21]3)[C:24]=2[NH:15]1, predict the reactants needed to synthesize it. The reactants are: FC(F)(F)C(O)=O.C(OC([NH:15][N:16]([C:30]1[CH:35]=[C:34]([Cl:36])[CH:33]=[CH:32][C:31]=1[Cl:37])[C:17]([CH:19]1[C:24](=O)[C@@:23]2([CH3:29])[C:26]([CH3:28])([CH3:27])[C@@H:20]1[CH2:21][CH2:22]2)=[O:18])=O)(C)(C)C. (7) Given the product [Br:12][C:10]1[CH:11]=[C:2]([NH:1][CH:15]2[CH2:16][CH2:17][CH:18]([NH:21][C:22]([O:23][C:24]([CH3:27])([CH3:26])[CH3:25])=[O:28])[CH2:19][CH2:20]2)[C:3]([CH3:13])=[C:4]([CH:9]=1)[C:5]([O:7][CH3:8])=[O:6], predict the reactants needed to synthesize it. The reactants are: [NH2:1][C:2]1[C:3]([CH3:13])=[C:4]([CH:9]=[C:10]([Br:12])[CH:11]=1)[C:5]([O:7][CH3:8])=[O:6].O=[C:15]1[CH2:20][CH2:19][CH:18]([NH:21][C:22](=[O:28])[O:23][C:24]([CH3:27])([CH3:26])[CH3:25])[CH2:17][CH2:16]1.C(O)(=O)C.C([BH3-])#N.[Na+]. (8) Given the product [C:4]1([C@H:3]([NH:10][C:11]([C:13]2[CH:14]=[C:15]3[C:20](=[CH:21][CH:22]=2)[N:19]=[C:18]([NH:23][C:24]([C:26]2[C:27]([C:32]4[CH:33]=[CH:34][C:35]([C:38]([F:41])([F:39])[F:40])=[CH:36][CH:37]=4)=[CH:28][CH:29]=[CH:30][CH:31]=2)=[O:25])[CH:17]=[CH:16]3)=[O:12])[CH2:2][NH:1][C:42](=[O:45])[CH2:43][CH3:44])[CH:9]=[CH:8][CH:7]=[CH:6][CH:5]=1, predict the reactants needed to synthesize it. The reactants are: [NH2:1][CH2:2][C@@H:3]([NH:10][C:11]([C:13]1[CH:14]=[C:15]2[C:20](=[CH:21][CH:22]=1)[N:19]=[C:18]([NH:23][C:24]([C:26]1[C:27]([C:32]3[CH:37]=[CH:36][C:35]([C:38]([F:41])([F:40])[F:39])=[CH:34][CH:33]=3)=[CH:28][CH:29]=[CH:30][CH:31]=1)=[O:25])[CH:17]=[CH:16]2)=[O:12])[C:4]1[CH:9]=[CH:8][CH:7]=[CH:6][CH:5]=1.[C:42](O)(=[O:45])[CH2:43][CH3:44].C(Cl)CCl.C1C=CC2N(O)N=NC=2C=1.